This data is from Full USPTO retrosynthesis dataset with 1.9M reactions from patents (1976-2016). The task is: Predict the reactants needed to synthesize the given product. (1) The reactants are: FC1C=CC(NC(=O)NC2C=CC(C3C=C4C(=CC=3)C(=O)N([C@@H](C(C)C)C(O)=O)C4)=CC=2)=CC=1.[CH3:35][O:36][C:37]1[CH:42]=[CH:41][C:40]([NH:43][C:44](=[O:70])[NH:45][C:46]2[CH:51]=[CH:50][C:49]([C:52]3[CH:53]=[C:54]4[C:58](=[CH:59][CH:60]=3)[C:57](=[O:61])[N:56]([C@@H:62]([CH:67]([CH3:69])[CH3:68])[C:63]([O:65]C)=[O:64])[CH2:55]4)=[CH:48][CH:47]=2)=[CH:39][CH:38]=1. Given the product [CH3:35][O:36][C:37]1[CH:42]=[CH:41][C:40]([NH:43][C:44](=[O:70])[NH:45][C:46]2[CH:47]=[CH:48][C:49]([C:52]3[CH:53]=[C:54]4[C:58](=[CH:59][CH:60]=3)[C:57](=[O:61])[N:56]([C@@H:62]([CH:67]([CH3:68])[CH3:69])[C:63]([OH:65])=[O:64])[CH2:55]4)=[CH:50][CH:51]=2)=[CH:39][CH:38]=1, predict the reactants needed to synthesize it. (2) Given the product [Cl:1][C:2]1[C:11]2[C:6](=[CH:7][CH:8]=[C:9]([C:12]([C:14]3[N:18]([CH3:19])[N:17]=[N:16][CH:15]=3)=[O:13])[CH:10]=2)[N:5]=[C:4]([O:20][CH3:21])[C:3]=1[CH2:22][C:23]1[CH:24]=[CH:25][C:26]([C:29]([F:30])([F:31])[F:32])=[CH:27][CH:28]=1, predict the reactants needed to synthesize it. The reactants are: [Cl:1][C:2]1[C:11]2[C:6](=[CH:7][CH:8]=[C:9]([CH:12]([C:14]3[N:18]([CH3:19])[N:17]=[N:16][CH:15]=3)[OH:13])[CH:10]=2)[N:5]=[C:4]([O:20][CH3:21])[C:3]=1[CH2:22][C:23]1[CH:28]=[CH:27][C:26]([C:29]([F:32])([F:31])[F:30])=[CH:25][CH:24]=1. (3) Given the product [NH2:21][C:2]1[C:7]([C:8]#[C:9][C:10]2[CH:15]=[CH:14][C:13]([C:16]([F:19])([F:18])[F:17])=[CH:12][CH:11]=2)=[C:6]([CH3:20])[N:5]=[CH:4][N:3]=1, predict the reactants needed to synthesize it. The reactants are: Cl[C:2]1[C:7]([C:8]#[C:9][C:10]2[CH:15]=[CH:14][C:13]([C:16]([F:19])([F:18])[F:17])=[CH:12][CH:11]=2)=[C:6]([CH3:20])[N:5]=[CH:4][N:3]=1.[NH3:21]. (4) Given the product [Cl:26][C:27]1[C:36]2[C:31](=[CH:32][C:33]([S:38]([N:8]([CH2:7][C:6]3[CH:5]=[CH:4][C:3]([O:2][CH3:1])=[CH:15][CH:14]=3)[C:9]3[S:10][CH:11]=[CH:12][N:13]=3)(=[O:39])=[O:40])=[CH:34][C:35]=2[CH3:37])[N:30]=[CH:29][CH:28]=1, predict the reactants needed to synthesize it. The reactants are: [CH3:1][O:2][C:3]1[CH:15]=[CH:14][C:6]([CH2:7][NH:8][C:9]2[S:10][CH:11]=[CH:12][N:13]=2)=[CH:5][CH:4]=1.C[Si]([N-][Si](C)(C)C)(C)C.[Li+].[Cl:26][C:27]1[C:36]2[C:31](=[CH:32][C:33]([S:38](Cl)(=[O:40])=[O:39])=[CH:34][C:35]=2[CH3:37])[N:30]=[CH:29][CH:28]=1.S(Cl)(Cl)(=O)=O. (5) Given the product [CH2:28]([O:31][C:32]1[CH:37]=[CH:36][C:35]([I:38])=[CH:34][C:33]=1[CH:39]1[C:6]2([C:5]3[C:9](=[CH:10][C:2]([Cl:1])=[CH:3][CH:4]=3)[NH:8][C:7]2=[O:19])[CH:20]([C:21]2[CH:26]=[CH:25][CH:24]=[C:23]([Cl:27])[CH:22]=2)[CH2:42][C:41](=[O:43])[NH:40]1)[CH:29]=[CH2:30].[CH3:11][O:12][CH:13]([Si:44]([CH3:45])([CH3:46])[CH3:47])[CH3:14], predict the reactants needed to synthesize it. The reactants are: [Cl:1][C:2]1[CH:10]=[C:9]2[C:5](/[C:6](=[CH:20]/[C:21]3[CH:26]=[CH:25][CH:24]=[C:23]([Cl:27])[CH:22]=3)/[C:7](=[O:19])[N:8]2[CH2:11][O:12][CH2:13][CH2:14][Si](C)(C)C)=[CH:4][CH:3]=1.[CH2:28]([O:31][C:32]1[CH:37]=[CH:36][C:35]([I:38])=[CH:34][C:33]=1[CH:39]=[N:40][C:41]([O:43][Si:44]([CH3:47])([CH3:46])[CH3:45])=[CH2:42])[CH:29]=[CH2:30]. (6) Given the product [CH:3]1([C@H:9]([NH:14][C:15]([C:17]2[CH:22]=[CH:21][C:20]([F:23])=[CH:19][C:18]=2[NH:24][C:25]([NH:27][C:28]2[C:29]([Cl:40])=[CH:30][C:31]([O:35][C:36]([F:38])([F:39])[F:37])=[CH:32][C:33]=2[Cl:34])=[O:26])=[O:16])[C:10]([OH:12])=[O:11])[CH2:8][CH2:7][CH2:6][CH2:5][CH2:4]1, predict the reactants needed to synthesize it. The reactants are: [OH-].[Li+].[CH:3]1([C@H:9]([NH:14][C:15]([C:17]2[CH:22]=[CH:21][C:20]([F:23])=[CH:19][C:18]=2[NH:24][C:25]([NH:27][C:28]2[C:33]([Cl:34])=[CH:32][C:31]([O:35][C:36]([F:39])([F:38])[F:37])=[CH:30][C:29]=2[Cl:40])=[O:26])=[O:16])[C:10]([O:12]C)=[O:11])[CH2:8][CH2:7][CH2:6][CH2:5][CH2:4]1.CO.O.